This data is from Peptide-MHC class I binding affinity with 185,985 pairs from IEDB/IMGT. The task is: Regression. Given a peptide amino acid sequence and an MHC pseudo amino acid sequence, predict their binding affinity value. This is MHC class I binding data. (1) The peptide sequence is CLGGLLTMV. The MHC is HLA-B18:01 with pseudo-sequence HLA-B18:01. The binding affinity (normalized) is 0. (2) The peptide sequence is QARQMVQAMRA. The MHC is HLA-A02:01 with pseudo-sequence HLA-A02:01. The binding affinity (normalized) is 0. (3) The peptide sequence is KEISNQEPL. The MHC is HLA-C14:02 with pseudo-sequence HLA-C14:02. The binding affinity (normalized) is 0.294.